The task is: Predict the product of the given reaction.. This data is from Forward reaction prediction with 1.9M reactions from USPTO patents (1976-2016). (1) The product is: [CH2:1]([CH:3]([CH2:7][CH:8]([CH2:12][CH3:13])[C:9]([O:11][CH2:1][CH:3]([CH3:7])[CH3:4])=[O:10])[C:4]([O:6][CH2:14][CH:15]([CH3:17])[CH3:16])=[O:5])[CH3:2]. Given the reactants [CH2:1]([CH:3]([CH2:7][CH:8]([CH2:12][CH3:13])[C:9]([OH:11])=[O:10])[C:4]([OH:6])=[O:5])[CH3:2].[CH2:14](O)[CH:15]([CH3:17])[CH3:16].[O-2].[Mg+2], predict the reaction product. (2) Given the reactants [F:1][C:2]1[C:7]2[N:8]=[N:9][N:10]([CH2:13][C:14]([OH:16])=O)[C:11](=[O:12])[C:6]=2[CH:5]=[CH:4][CH:3]=1.[CH3:17][O:18][C:19]1[CH:24]=[CH:23][C:22]([C@@H:25]([NH2:27])[CH3:26])=[CH:21][CH:20]=1, predict the reaction product. The product is: [F:1][C:2]1[C:7]2[N:8]=[N:9][N:10]([CH2:13][C:14]([NH:27][C@H:25]([C:22]3[CH:23]=[CH:24][C:19]([O:18][CH3:17])=[CH:20][CH:21]=3)[CH3:26])=[O:16])[C:11](=[O:12])[C:6]=2[CH:5]=[CH:4][CH:3]=1. (3) Given the reactants [CH2:1]([O:8][C:9]1[CH:28]=[CH:27][C:12]([O:13][C:14]2[C:22]([CH3:23])=[CH:21][C:20]([N+:24]([O-:26])=[O:25])=[C:19]3[C:15]=2[CH2:16][CH2:17][CH2:18]3)=[CH:11][C:10]=1I)[C:2]1[CH:7]=[CH:6][CH:5]=[CH:4][CH:3]=1.[CH:30]([CH:32]1[CH2:36][CH2:35][C:34](=[O:37])[CH2:33]1)=[CH2:31].C1(P(C2C=CC=CC=2)C2C=CC=CC=2)C=CC=CC=1.O, predict the reaction product. The product is: [CH2:1]([O:8][C:9]1[CH:28]=[CH:27][C:12]([O:13][C:14]2[C:22]([CH3:23])=[CH:21][C:20]([N+:24]([O-:26])=[O:25])=[C:19]3[C:15]=2[CH2:16][CH2:17][CH2:18]3)=[CH:11][C:10]=1[CH:31]=[CH:30][CH:32]1[CH2:36][CH2:35][C:34](=[O:37])[CH2:33]1)[C:2]1[CH:7]=[CH:6][CH:5]=[CH:4][CH:3]=1. (4) Given the reactants [F:1][C:2]1[CH:7]=[C:6]([I:8])[CH:5]=[CH:4][C:3]=1[NH:9][C:10]1[N:11]([CH3:26])[C:12](=[O:25])[C:13]2[CH:14]=[CH:15][CH:16]=[N:17][C:18]=2[C:19]=1[C:20](OCC)=[O:21].[Si:27]([O:34][CH2:35][CH2:36][O:37][NH2:38])([C:30]([CH3:33])([CH3:32])[CH3:31])([CH3:29])[CH3:28], predict the reaction product. The product is: [Si:27]([O:34][CH2:35][CH2:36][O:37][NH:38][C:20]([C:19]1[C:18]2[N:17]=[CH:16][CH:15]=[CH:14][C:13]=2[C:12](=[O:25])[N:11]([CH3:26])[C:10]=1[NH:9][C:3]1[CH:4]=[CH:5][C:6]([I:8])=[CH:7][C:2]=1[F:1])=[O:21])([C:30]([CH3:33])([CH3:32])[CH3:31])([CH3:29])[CH3:28]. (5) Given the reactants [N+:1]([C:4]1[CH:5]=[C:6]([CH:10]=[CH:11][C:12]=1[N+:13]([O-:15])=[O:14])[C:7]([OH:9])=O)([O-:3])=[O:2].P(Cl)(Cl)(Cl)(Cl)Cl.CCCCCC.[O:28]1[CH2:32][CH2:31][CH2:30][CH:29]1[CH2:33][N:34]1[CH2:39][CH2:38][NH:37][CH2:36][CH2:35]1, predict the reaction product. The product is: [N+:1]([C:4]1[CH:5]=[C:6]([C:7]([N:37]2[CH2:36][CH2:35][N:34]([CH2:33][CH:29]3[CH2:30][CH2:31][CH2:32][O:28]3)[CH2:39][CH2:38]2)=[O:9])[CH:10]=[CH:11][C:12]=1[N+:13]([O-:15])=[O:14])([O-:3])=[O:2]. (6) The product is: [OH:4][CH2:3][C:2]([C:16]1[O:20][N:19]=[C:18]([NH:21][C:22](=[O:37])[C:23]([CH3:24])([S:25]([CH2:28][CH2:29][CH:30]2[CH2:35][CH2:34][O:33][CH2:32][CH2:31]2)(=[O:27])=[O:26])[CH3:36])[CH:17]=1)([CH3:15])[CH3:1]. Given the reactants [CH3:1][C:2]([C:16]1[O:20][N:19]=[C:18]([NH:21][C:22](=[O:37])[C:23]([CH3:36])([S:25]([CH2:28][CH2:29][CH:30]2[CH2:35][CH2:34][O:33][CH2:32][CH2:31]2)(=[O:27])=[O:26])[CH3:24])[CH:17]=1)([CH3:15])[CH2:3][O:4][Si](C(C)C)(C(C)C)C(C)C.[F-].C([N+](CCCC)(CCCC)CCCC)CCC, predict the reaction product. (7) The product is: [CH2:6]([O:13][C:14]1[CH:15]=[CH:16][C:17]([OH:22])=[C:18]([CH:19]=[CH2:1])[CH:21]=1)[C:7]1[CH:12]=[CH:11][CH:10]=[CH:9][CH:8]=1. Given the reactants [CH2:1]([Li])CCC.[CH2:6]([O:13][C:14]1[CH:15]=[CH:16][C:17]([OH:22])=[C:18]([CH:21]=1)[CH:19]=O)[C:7]1[CH:12]=[CH:11][CH:10]=[CH:9][CH:8]=1.ClCCl, predict the reaction product. (8) Given the reactants [Cl:1][C:2]1[CH:9]=[CH:8][CH:7]=[C:6]([F:10])[C:3]=1[CH2:4][NH2:5].C(N1C=CN=C1)(N1C=CN=C1)=O.C(N(CC)CC)C.[CH3:30][O:31][C:32]1[CH:33]=[C:34]([N:40]2[C:45](=[O:46])N(CC3C(F)=CC(F)=CC=3F)[C:43]3[N:57]=[CH:58][CH:59]=[CH:60][C:42]=3[S:41]2(=[O:62])=[O:61])[CH:35]=[CH:36][C:37]=1[O:38][CH3:39], predict the reaction product. The product is: [Cl:1][C:2]1[CH:9]=[CH:8][CH:7]=[C:6]([F:10])[C:3]=1[CH2:4][N:5]1[C:43]2[N:57]=[CH:58][CH:59]=[CH:60][C:42]=2[S:41](=[O:62])(=[O:61])[N:40]([C:34]2[CH:35]=[CH:36][C:37]([O:38][CH3:39])=[C:32]([O:31][CH3:30])[CH:33]=2)[C:45]1=[O:46]. (9) Given the reactants [Cl:1][C:2]1[CH:7]=[CH:6][C:5]([O:8]COC)=[CH:4][C:3]=1[C:12]1[N:17]=[C:16]([NH:18][C@H:19]2[CH2:24][CH2:23][N:22](C(OC(C)(C)C)=O)[C@@H:21]([CH3:32])[CH2:20]2)[C:15]([CH3:33])=[C:14]([C:34]2[C:35]([CH3:40])=[N:36][O:37][C:38]=2[CH3:39])[N:13]=1.Cl, predict the reaction product. The product is: [ClH:1].[Cl:1][C:2]1[CH:7]=[CH:6][C:5]([OH:8])=[CH:4][C:3]=1[C:12]1[N:13]=[C:14]([C:34]2[C:35]([CH3:40])=[N:36][O:37][C:38]=2[CH3:39])[C:15]([CH3:33])=[C:16]([NH:18][C@H:19]2[CH2:24][CH2:23][NH:22][C@@H:21]([CH3:32])[CH2:20]2)[N:17]=1.